This data is from Reaction yield outcomes from USPTO patents with 853,638 reactions. The task is: Predict the reaction yield, written as a fraction of the theoretical maximum amount of product (1.0 means a 100% yield; for example, 0.34 means a 34% yield). (1) The reactants are [Cl:1][C:2]1[C:3]([F:45])=[C:4]([C@@H:8]2[C@:12]([C:15]3[CH:20]=[CH:19][C:18]([Cl:21])=[CH:17][C:16]=3[F:22])([C:13]#[N:14])[C@H:11]([CH2:23][C:24]([CH3:27])([CH3:26])[CH3:25])[NH:10][C@H:9]2[C:28](NC2C=CC(C(O)=O)=CC=2OC(F)(F)F)=[O:29])[CH:5]=[CH:6][CH:7]=1.[N:46]([C:49]1[CH:56]=[CH:55][C:52]([C:53]#[N:54])=[CH:51][CH:50]=1)=[C:47]=[O:48]. The catalyst is C(Cl)Cl. The product is [Cl:1][C:2]1[C:3]([F:45])=[C:4]([C@H:8]2[C@H:9]3[N:10]([C:47](=[O:48])[N:46]([C:49]4[CH:56]=[CH:55][C:52]([C:53]#[N:54])=[CH:51][CH:50]=4)[C:28]3=[O:29])[C@@H:11]([CH2:23][C:24]([CH3:27])([CH3:25])[CH3:26])[C@@:12]2([C:15]2[CH:20]=[CH:19][C:18]([Cl:21])=[CH:17][C:16]=2[F:22])[C:13]#[N:14])[CH:5]=[CH:6][CH:7]=1. The yield is 0.902. (2) The product is [NH2:25][C@H:23]([C:12]1[N:13]([C:17]2[CH:18]=[CH:19][CH:20]=[CH:21][CH:22]=2)[C:14](=[O:16])[C:15]2=[C:7]([CH2:6][C:5]3[CH:33]=[CH:34][CH:35]=[C:3]([O:2][CH3:1])[CH:4]=3)[CH:8]=[CH:9][N:10]2[N:11]=1)[CH3:24]. The yield is 0.990. No catalyst specified. The reactants are [CH3:1][O:2][C:3]1[CH:4]=[C:5]([CH:33]=[CH:34][CH:35]=1)[CH2:6][C:7]1[CH:8]=[CH:9][N:10]2[C:15]=1[C:14](=[O:16])[N:13]([C:17]1[CH:22]=[CH:21][CH:20]=[CH:19][CH:18]=1)[C:12]([C@@H:23]([NH:25]C(=O)OC(C)(C)C)[CH3:24])=[N:11]2.Cl.O1CCOCC1. (3) The reactants are [CH3:1][C:2]1[S:6][C:5]([C:7]2[CH:12]=[CH:11][CH:10]=[CH:9][CH:8]=2)=[N:4][C:3]=1[CH2:13][O:14][C:15]1[CH:22]=[CH:21][C:18]([CH:19]=[O:20])=[CH:17][N:16]=1.O1CCCC1.C(O)C.[BH4-].[Na+]. The catalyst is O. The product is [CH3:1][C:2]1[S:6][C:5]([C:7]2[CH:12]=[CH:11][CH:10]=[CH:9][CH:8]=2)=[N:4][C:3]=1[CH2:13][O:14][C:15]1[N:16]=[CH:17][C:18]([CH2:19][OH:20])=[CH:21][CH:22]=1. The yield is 0.970.